Dataset: NCI-60 drug combinations with 297,098 pairs across 59 cell lines. Task: Regression. Given two drug SMILES strings and cell line genomic features, predict the synergy score measuring deviation from expected non-interaction effect. (1) Drug 1: CC1=C2C(C(=O)C3(C(CC4C(C3C(C(C2(C)C)(CC1OC(=O)C(C(C5=CC=CC=C5)NC(=O)OC(C)(C)C)O)O)OC(=O)C6=CC=CC=C6)(CO4)OC(=O)C)O)C)O. Drug 2: C1CN(P(=O)(OC1)NCCCl)CCCl. Cell line: NCI/ADR-RES. Synergy scores: CSS=-3.49, Synergy_ZIP=2.54, Synergy_Bliss=-1.06, Synergy_Loewe=2.60, Synergy_HSA=-5.86. (2) Drug 1: C1C(C(OC1N2C=C(C(=O)NC2=O)F)CO)O. Drug 2: C1C(C(OC1N2C=NC3=C(N=C(N=C32)Cl)N)CO)O. Cell line: MDA-MB-435. Synergy scores: CSS=16.8, Synergy_ZIP=-8.82, Synergy_Bliss=-3.30, Synergy_Loewe=-3.83, Synergy_HSA=-0.0522. (3) Drug 1: CC1=C(C(=CC=C1)Cl)NC(=O)C2=CN=C(S2)NC3=CC(=NC(=N3)C)N4CCN(CC4)CCO. Drug 2: CC1=C(C(=O)C2=C(C1=O)N3CC4C(C3(C2COC(=O)N)OC)N4)N. Cell line: A498. Synergy scores: CSS=23.4, Synergy_ZIP=-12.5, Synergy_Bliss=-5.45, Synergy_Loewe=-4.45, Synergy_HSA=-3.82. (4) Drug 1: CNC(=O)C1=NC=CC(=C1)OC2=CC=C(C=C2)NC(=O)NC3=CC(=C(C=C3)Cl)C(F)(F)F. Drug 2: C1CN(CCN1C(=O)CCBr)C(=O)CCBr. Cell line: SF-295. Synergy scores: CSS=4.39, Synergy_ZIP=-2.15, Synergy_Bliss=-0.123, Synergy_Loewe=-13.9, Synergy_HSA=-5.78. (5) Drug 1: COC1=C(C=C2C(=C1)N=CN=C2NC3=CC(=C(C=C3)F)Cl)OCCCN4CCOCC4. Drug 2: C1=NC2=C(N=C(N=C2N1C3C(C(C(O3)CO)O)O)F)N. Cell line: U251. Synergy scores: CSS=16.0, Synergy_ZIP=-4.08, Synergy_Bliss=2.98, Synergy_Loewe=0.456, Synergy_HSA=3.12. (6) Drug 1: CC1=C2C(C(=O)C3(C(CC4C(C3C(C(C2(C)C)(CC1OC(=O)C(C(C5=CC=CC=C5)NC(=O)OC(C)(C)C)O)O)OC(=O)C6=CC=CC=C6)(CO4)OC(=O)C)OC)C)OC. Drug 2: C1=CC(=CC=C1CC(C(=O)O)N)N(CCCl)CCCl.Cl. Cell line: SK-OV-3. Synergy scores: CSS=36.4, Synergy_ZIP=0.246, Synergy_Bliss=0.840, Synergy_Loewe=-5.34, Synergy_HSA=1.62. (7) Drug 1: CC1OCC2C(O1)C(C(C(O2)OC3C4COC(=O)C4C(C5=CC6=C(C=C35)OCO6)C7=CC(=C(C(=C7)OC)O)OC)O)O. Drug 2: C1=CN(C=N1)CC(O)(P(=O)(O)O)P(=O)(O)O. Cell line: A549. Synergy scores: CSS=4.03, Synergy_ZIP=-14.0, Synergy_Bliss=-26.9, Synergy_Loewe=-41.0, Synergy_HSA=-25.7. (8) Drug 1: CS(=O)(=O)C1=CC(=C(C=C1)C(=O)NC2=CC(=C(C=C2)Cl)C3=CC=CC=N3)Cl. Drug 2: C1=CC=C(C=C1)NC(=O)CCCCCCC(=O)NO. Synergy scores: CSS=8.27, Synergy_ZIP=-0.354, Synergy_Bliss=4.49, Synergy_Loewe=2.89, Synergy_HSA=3.45. Cell line: SNB-19. (9) Drug 1: CCC1(CC2CC(C3=C(CCN(C2)C1)C4=CC=CC=C4N3)(C5=C(C=C6C(=C5)C78CCN9C7C(C=CC9)(C(C(C8N6C)(C(=O)OC)O)OC(=O)C)CC)OC)C(=O)OC)O.OS(=O)(=O)O. Drug 2: CCC1(C2=C(COC1=O)C(=O)N3CC4=CC5=C(C=CC(=C5CN(C)C)O)N=C4C3=C2)O.Cl. Cell line: SR. Synergy scores: CSS=78.9, Synergy_ZIP=3.08, Synergy_Bliss=3.27, Synergy_Loewe=1.92, Synergy_HSA=5.08.